This data is from NCI-60 drug combinations with 297,098 pairs across 59 cell lines. The task is: Regression. Given two drug SMILES strings and cell line genomic features, predict the synergy score measuring deviation from expected non-interaction effect. (1) Cell line: RPMI-8226. Drug 2: CN(CC1=CN=C2C(=N1)C(=NC(=N2)N)N)C3=CC=C(C=C3)C(=O)NC(CCC(=O)O)C(=O)O. Synergy scores: CSS=48.0, Synergy_ZIP=-0.874, Synergy_Bliss=-0.0174, Synergy_Loewe=-15.7, Synergy_HSA=-0.750. Drug 1: C1=CC(=CC=C1CCCC(=O)O)N(CCCl)CCCl. (2) Drug 1: CCC1=C2CN3C(=CC4=C(C3=O)COC(=O)C4(CC)O)C2=NC5=C1C=C(C=C5)O. Drug 2: CNC(=O)C1=NC=CC(=C1)OC2=CC=C(C=C2)NC(=O)NC3=CC(=C(C=C3)Cl)C(F)(F)F. Cell line: HOP-62. Synergy scores: CSS=37.6, Synergy_ZIP=0.412, Synergy_Bliss=-2.25, Synergy_Loewe=-45.2, Synergy_HSA=-2.93. (3) Drug 1: CN(C(=O)NC(C=O)C(C(C(CO)O)O)O)N=O. Drug 2: C1CCC(C(C1)N)N.C(=O)(C(=O)[O-])[O-].[Pt+4]. Cell line: PC-3. Synergy scores: CSS=6.27, Synergy_ZIP=-8.49, Synergy_Bliss=-12.4, Synergy_Loewe=-18.6, Synergy_HSA=-9.06. (4) Drug 1: C1=CC(=CC=C1CC(C(=O)O)N)N(CCCl)CCCl.Cl. Drug 2: C1CC(C1)(C(=O)O)C(=O)O.[NH2-].[NH2-].[Pt+2]. Cell line: SK-MEL-5. Synergy scores: CSS=33.0, Synergy_ZIP=-10.2, Synergy_Bliss=-0.605, Synergy_Loewe=-4.49, Synergy_HSA=-3.26. (5) Drug 1: CN(C(=O)NC(C=O)C(C(C(CO)O)O)O)N=O. Drug 2: C1CCC(C(C1)N)N.C(=O)(C(=O)[O-])[O-].[Pt+4]. Cell line: ACHN. Synergy scores: CSS=6.56, Synergy_ZIP=-13.3, Synergy_Bliss=-22.3, Synergy_Loewe=-67.8, Synergy_HSA=-20.2. (6) Drug 1: COC1=NC(=NC2=C1N=CN2C3C(C(C(O3)CO)O)O)N. Drug 2: CCN(CC)CCCC(C)NC1=C2C=C(C=CC2=NC3=C1C=CC(=C3)Cl)OC. Cell line: UO-31. Synergy scores: CSS=12.8, Synergy_ZIP=-2.10, Synergy_Bliss=3.50, Synergy_Loewe=-26.9, Synergy_HSA=-1.60. (7) Drug 1: CS(=O)(=O)CCNCC1=CC=C(O1)C2=CC3=C(C=C2)N=CN=C3NC4=CC(=C(C=C4)OCC5=CC(=CC=C5)F)Cl. Drug 2: CC(C)NC(=O)C1=CC=C(C=C1)CNNC.Cl. Cell line: MCF7. Synergy scores: CSS=-1.98, Synergy_ZIP=-0.898, Synergy_Bliss=-3.76, Synergy_Loewe=-3.46, Synergy_HSA=-3.49. (8) Drug 1: CC1=CC2C(CCC3(C2CCC3(C(=O)C)OC(=O)C)C)C4(C1=CC(=O)CC4)C. Drug 2: C1=NC2=C(N=C(N=C2N1C3C(C(C(O3)CO)O)O)F)N. Cell line: OVCAR-8. Synergy scores: CSS=15.7, Synergy_ZIP=-12.4, Synergy_Bliss=-10.8, Synergy_Loewe=-45.0, Synergy_HSA=-11.6. (9) Drug 1: CC1CCC2CC(C(=CC=CC=CC(CC(C(=O)C(C(C(=CC(C(=O)CC(OC(=O)C3CCCCN3C(=O)C(=O)C1(O2)O)C(C)CC4CCC(C(C4)OC)O)C)C)O)OC)C)C)C)OC. Drug 2: C1CN(P(=O)(OC1)NCCCl)CCCl. Cell line: HS 578T. Synergy scores: CSS=17.2, Synergy_ZIP=-3.52, Synergy_Bliss=5.47, Synergy_Loewe=-19.0, Synergy_HSA=0.784.